From a dataset of Catalyst prediction with 721,799 reactions and 888 catalyst types from USPTO. Predict which catalyst facilitates the given reaction. (1) Reactant: [N:1]1[CH:6]=[CH:5][CH:4]=[C:3]([CH2:7][NH2:8])[CH:2]=1.Cl[C:10]1[CH:17]=[CH:16][C:13]([C:14]#[N:15])=[CH:12][N:11]=1.C(=O)([O-])[O-].[K+].[K+]. Product: [N:1]1[CH:6]=[CH:5][CH:4]=[C:3]([CH2:7][NH:8][C:10]2[CH:17]=[CH:16][C:13]([C:14]#[N:15])=[CH:12][N:11]=2)[CH:2]=1. The catalyst class is: 122. (2) Reactant: [CH3:1][O:2][C:3]1[CH:4]=[C:5]([CH2:12][C:13]([N:15]2[CH2:19][CH2:18][CH2:17][CH2:16]2)=[O:14])[CH:6]=[CH:7][C:8]=1[N+:9]([O-])=O. Product: [NH2:9][C:8]1[CH:7]=[CH:6][C:5]([CH2:12][C:13]([N:15]2[CH2:19][CH2:18][CH2:17][CH2:16]2)=[O:14])=[CH:4][C:3]=1[O:2][CH3:1]. The catalyst class is: 94. (3) Product: [C:21]1([N:20]([C:14]2[CH:15]=[CH:16][CH:17]=[CH:18][CH:19]=2)[C:2]2[CH:7]=[CH:6][C:5]([C:8]3[CH:13]=[CH:12][CH:11]=[CH:10][CH:9]=3)=[CH:4][CH:3]=2)[CH:22]=[CH:23][CH:24]=[CH:25][CH:26]=1. The catalyst class is: 787. Reactant: Br[C:2]1[CH:7]=[CH:6][C:5]([C:8]2[CH:13]=[CH:12][CH:11]=[CH:10][CH:9]=2)=[CH:4][CH:3]=1.[C:14]1([NH:20][C:21]2[CH:26]=[CH:25][CH:24]=[CH:23][CH:22]=2)[CH:19]=[CH:18][CH:17]=[CH:16][CH:15]=1.[PH4+].C(P(C(C)(C)C)C(C)(C)C)(C)(C)C. (4) Reactant: [N+:1]([C:4]1[CH:5]=[C:6]([C:10]2[O:14][C:13]([OH:15])=[N:12][N:11]=2)[CH:7]=[CH:8][CH:9]=1)([O-])=O.[H][H]. Product: [NH2:1][C:4]1[CH:5]=[C:6]([C:10]2[O:14][C:13]([OH:15])=[N:12][N:11]=2)[CH:7]=[CH:8][CH:9]=1. The catalyst class is: 19. (5) Reactant: C(OC(=O)[NH:10][C:11]1[CH:16]=[CH:15][C:14]([F:17])=[C:13]([C:18]([C:20]2[C:28]3[CH:27]=[N:26][CH:25]=[N:24][C:23]=3[NH:22][CH:21]=2)=[O:19])[C:12]=1[F:29])C1C=CC=CC=1.COC(=O)NC1C=CC(F)=C(C(C2C3C=NC=NC=3NC=2)=O)C=1F.[OH-].[Na+].Cl.C(=O)(O)[O-].[Na+]. Product: [NH2:10][C:11]1[C:12]([F:29])=[C:13]([C:18]([C:20]2[C:28]3[CH:27]=[N:26][CH:25]=[N:24][C:23]=3[NH:22][CH:21]=2)=[O:19])[C:14]([F:17])=[CH:15][CH:16]=1. The catalyst class is: 12. (6) Reactant: [Cl:1][C:2]1[N:7]2[N:8]=[C:9]([CH3:20])[C:10]([C:11]3[C:16]([CH3:17])=[CH:15][C:14]([CH3:18])=[CH:13][C:12]=3[CH3:19])=[C:6]2[N:5]=[C:4]([CH3:21])[C:3]=1[CH2:22][CH2:23]Cl.[NH2:25][CH:26]([CH2:29][CH3:30])[CH2:27][CH3:28].O.C(OCC)(=O)C. Product: [ClH:1].[CH2:27]([CH:26]([N:25]1[C:2]2[N:7]3[N:8]=[C:9]([CH3:20])[C:10]([C:11]4[C:16]([CH3:17])=[CH:15][C:14]([CH3:18])=[CH:13][C:12]=4[CH3:19])=[C:6]3[N:5]=[C:4]([CH3:21])[C:3]=2[CH2:22][CH2:23]1)[CH2:29][CH3:30])[CH3:28]. The catalyst class is: 311.